This data is from Full USPTO retrosynthesis dataset with 1.9M reactions from patents (1976-2016). The task is: Predict the reactants needed to synthesize the given product. (1) Given the product [F:27][C:28]1[CH:35]=[CH:34][C:17]([CH:16]2[C:11]3[C:12](=[CH:13][C:8]([CH2:7][OH:6])=[CH:9][CH:10]=3)[CH2:14][O:15]2)=[CH:30][CH:29]=1, predict the reactants needed to synthesize it. The reactants are: C(OCC[O:6][CH2:7][C:8]1[CH:13]=[C:12]([CH2:14][O:15][CH2:16][CH2:17]OCC)[CH:11]=[CH:10][C:9]=1Br)C.C([Li])CCC.[F:27][C:28]1[CH:35]=[CH:34]C(C=O)=[CH:30][CH:29]=1.[Cl-].[NH4+]. (2) Given the product [CH3:10][C:11]1[CH:16]=[CH:15][C:14]([S:17]([O:7][CH2:6][CH2:5][C:4]#[C:3][Si:2]([CH3:9])([CH3:8])[CH3:1])(=[O:19])=[O:18])=[CH:13][CH:12]=1, predict the reactants needed to synthesize it. The reactants are: [CH3:1][Si:2]([CH3:9])([CH3:8])[C:3]#[C:4][CH2:5][CH2:6][OH:7].[CH3:10][C:11]1[CH:16]=[CH:15][C:14]([S:17](Cl)(=[O:19])=[O:18])=[CH:13][CH:12]=1.N1C=CC=CC=1. (3) Given the product [F:74][C:69]1[C:68]([F:75])=[CH:67][C:66]([N:60]2[CH2:61][CH2:62][CH2:63][C:57]3[O:56][C:55]([C:50]4[CH:51]=[CH:52][CH:53]=[CH:54][N:49]=4)=[N:64][C:58]=3[CH2:59]2)=[CH:73][C:70]=1[C:71]#[N:72], predict the reactants needed to synthesize it. The reactants are: CC(C)([O-])C.[Na+].CC1(C)C2C(=C(P(C3C=CC=CC=3)C3C=CC=CC=3)C=CC=2)OC2C(P(C3C=CC=CC=3)C3C=CC=CC=3)=CC=CC1=2.[N:49]1[CH:54]=[CH:53][CH:52]=[CH:51][C:50]=1[C:55]1[O:56][C:57]2[CH2:63][CH2:62][CH2:61][NH:60][CH2:59][C:58]=2[N:64]=1.Br[C:66]1[CH:67]=[C:68]([F:75])[C:69]([F:74])=[C:70]([CH:73]=1)[C:71]#[N:72]. (4) Given the product [F:1][C:2]1[C:7]([CH:17]=[O:18])=[CH:6][CH:5]=[C:4]([F:8])[N:3]=1, predict the reactants needed to synthesize it. The reactants are: [F:1][C:2]1[CH:7]=[CH:6][CH:5]=[C:4]([F:8])[N:3]=1.[Li+].CC([N-]C(C)C)C.[CH:17](N1CCCCC1)=[O:18].Cl. (5) The reactants are: [N+:1]([C:4]1[CH:5]=[CH:6][C:7]2[C:12](=[O:13])OC(=O)[NH:9][C:8]=2[CH:15]=1)([O-:3])=[O:2].[C:16]1([NH:22][NH2:23])[CH:21]=[CH:20][CH:19]=[CH:18][CH:17]=1. Given the product [NH2:9][C:8]1[CH:15]=[C:4]([N+:1]([O-:3])=[O:2])[CH:5]=[CH:6][C:7]=1[C:12]([NH:23][NH:22][C:16]1[CH:21]=[CH:20][CH:19]=[CH:18][CH:17]=1)=[O:13], predict the reactants needed to synthesize it.